Dataset: Forward reaction prediction with 1.9M reactions from USPTO patents (1976-2016). Task: Predict the product of the given reaction. (1) Given the reactants [CH:1]([C:3]1[CH:4]=[C:5]([CH:15]=[CH:16][C:17]=1[N+:18]([O-:20])=[O:19])[O:6][C:7]1[CH:8]=[C:9]([CH:12]=[CH:13][CH:14]=1)[C:10]#[N:11])=O.[CH2:21]([NH2:24])[CH2:22][CH3:23].[BH-](OC(C)=O)(OC(C)=O)OC(C)=O.[Na+].C([O-])(O)=O.[Na+], predict the reaction product. The product is: [N+:18]([C:17]1[CH:16]=[CH:15][C:5]([O:6][C:7]2[CH:8]=[C:9]([CH:12]=[CH:13][CH:14]=2)[C:10]#[N:11])=[CH:4][C:3]=1[CH2:1][NH:24][CH2:21][CH2:22][CH3:23])([O-:20])=[O:19]. (2) Given the reactants [NH:1]1[C:5]2[CH:6]=[CH:7][CH:8]=[CH:9][C:4]=2[N:3]=[C:2]1[CH2:10][N:11]([CH3:22])[CH:12]1[C:21]2[N:20]=[CH:19][CH:18]=[CH:17][C:16]=2[CH2:15][CH2:14][CH2:13]1.Cl[CH2:24][CH2:25][CH2:26][CH:27]1[CH2:32][CH2:31][CH2:30][CH2:29][N:28]1[C:33]([O:35][C:36]([CH3:39])([CH3:38])[CH3:37])=[O:34].CN(CC1N(CCN2CCCCC2)C2C=CC=CC=2N=1)C1C2N=CC=CC=2CCC1, predict the reaction product. The product is: [CH3:22][N:11]([CH2:10][C:2]1[N:3]([CH2:24][CH2:25][CH2:26][CH:27]2[CH2:32][CH2:31][CH2:30][CH2:29][N:28]2[C:33]([O:35][C:36]([CH3:37])([CH3:39])[CH3:38])=[O:34])[C:4]2[CH:9]=[CH:8][CH:7]=[CH:6][C:5]=2[N:1]=1)[CH:12]1[C:21]2[N:20]=[CH:19][CH:18]=[CH:17][C:16]=2[CH2:15][CH2:14][CH2:13]1. (3) Given the reactants [CH:1]1[C:6]([CH2:7][CH2:8][C:9]2[C:13]3[C:14]([N:16]=[C:17]([NH2:19])[NH:18][C:12]=3[NH:11][CH:10]=2)=[O:15])=[CH:5][CH:4]=[C:3]([C:20]([NH:22][C@H:23]([C:29]([O-:31])=[O:30])[CH2:24][CH2:25][C:26]([O-:28])=[O:27])=[O:21])[CH:2]=1.O.O.O.O.O.O.O.[Na+].[Na+].C1(C)C=CC(S(O)(=O)=O)=CC=1.C(OC(=O)[C@H](CCC(OCC)=O)NC(=O)C1C=CC(CCC2C3C(=O)NC(N)=NC=3NC=2)=CC=1)C, predict the reaction product. The product is: [NH2:19][C:17]1[NH:18][C:12]2[NH:11][CH:10]=[C:9]([CH2:8][CH2:7][C:6]3[CH:5]=[CH:4][C:3]([C:20]([NH:22][C@H:23]([C:29]([OH:31])=[O:30])[CH2:24][CH2:25][C:26]([OH:28])=[O:27])=[O:21])=[CH:2][CH:1]=3)[C:13]=2[C:14](=[O:15])[N:16]=1. (4) Given the reactants [CH3:1][C:2]1[CH:11]=[CH:10][C:5]([C:6]([O:8][CH3:9])=[O:7])=[CH:4][N:3]=1.[ClH:12].[H][H], predict the reaction product. The product is: [ClH:12].[CH3:1][CH:2]1[NH:3][CH2:4][CH:5]([C:6]([O:8][CH3:9])=[O:7])[CH2:10][CH2:11]1. (5) Given the reactants [CH2:1]([O:3][C:4](=[O:26])[CH2:5][CH:6]1[O:10][B:9]([OH:11])[C:8]2[CH:12]=[C:13]([O:17][C:18]3[CH:23]=[N:22][C:21]([C:24]#[N:25])=[CH:20][N:19]=3)[CH:14]=[C:15]([CH3:16])[C:7]1=2)[CH3:2].Cl.[NH2:28][OH:29].C(N(CC)CC)C, predict the reaction product. The product is: [CH2:1]([O:3][C:4](=[O:26])[CH2:5][CH:6]1[O:10][B:9]([OH:11])[C:8]2[CH:12]=[C:13]([O:17][C:18]3[CH:23]=[N:22][C:21]([C:24](=[NH:25])[NH:28][OH:29])=[CH:20][N:19]=3)[CH:14]=[C:15]([CH3:16])[C:7]1=2)[CH3:2]. (6) Given the reactants [F:1][C:2]1[CH:12]=[C:11]([N+:13]([O-])=O)[CH:10]=[CH:9][C:3]=1[C:4]([O:6][CH2:7][CH3:8])=[O:5], predict the reaction product. The product is: [NH2:13][C:11]1[CH:10]=[CH:9][C:3]([C:4]([O:6][CH2:7][CH3:8])=[O:5])=[C:2]([F:1])[CH:12]=1.